The task is: Predict the reactants needed to synthesize the given product.. This data is from Full USPTO retrosynthesis dataset with 1.9M reactions from patents (1976-2016). (1) The reactants are: [CH2:1]([O:8][C:9](Cl)=[O:10])[C:2]1[CH:7]=[CH:6][CH:5]=[CH:4][CH:3]=1.Cl.Cl.[F:14][C:15]1[CH:20]=[CH:19][C:18]([C@H:21]2[CH2:26][NH:25][CH2:24][CH2:23][NH:22]2)=[C:17]([CH3:27])[CH:16]=1. Given the product [CH2:1]([O:8][C:9]([N:25]1[CH2:24][CH2:23][NH:22][C@@H:21]([C:18]2[CH:19]=[CH:20][C:15]([F:14])=[CH:16][C:17]=2[CH3:27])[CH2:26]1)=[O:10])[C:2]1[CH:7]=[CH:6][CH:5]=[CH:4][CH:3]=1, predict the reactants needed to synthesize it. (2) Given the product [CH:24]([C:28]1[CH:29]=[CH:30][C:31]([N:34]2[CH2:13][CH2:12][C:6]3([CH2:7][CH2:8][N:9]([S:19]([CH2:18][CH:17]([CH3:23])[CH3:16])(=[O:21])=[O:20])[CH2:10][CH2:11]3)[C:4]2=[O:5])=[CH:32][CH:33]=1)([CH2:26][CH3:27])[CH3:25], predict the reactants needed to synthesize it. The reactants are: C(O[C:4]([C:6]1([CH2:12][CH2:13]OC)[CH2:11][CH2:10][NH:9][CH2:8][CH2:7]1)=[O:5])C.[CH3:16][CH:17]([CH3:23])[CH2:18][S:19](Cl)(=[O:21])=[O:20].[CH:24]([C:28]1[CH:33]=[CH:32][C:31]([NH2:34])=[CH:30][CH:29]=1)([CH2:26][CH3:27])[CH3:25].